Predict the reactants needed to synthesize the given product. From a dataset of Full USPTO retrosynthesis dataset with 1.9M reactions from patents (1976-2016). Given the product [F:1][C:2]1([CH2:15][O:16][S:18]([CH3:17])(=[O:20])=[O:19])[CH2:3][CH2:4][N:5]([C:8]([O:10][C:11]([CH3:12])([CH3:13])[CH3:14])=[O:9])[CH2:6][CH2:7]1, predict the reactants needed to synthesize it. The reactants are: [F:1][C:2]1([CH2:15][OH:16])[CH2:7][CH2:6][N:5]([C:8]([O:10][C:11]([CH3:14])([CH3:13])[CH3:12])=[O:9])[CH2:4][CH2:3]1.[CH3:17][S:18](Cl)(=[O:20])=[O:19].[NH4+].[Cl-].